This data is from Catalyst prediction with 721,799 reactions and 888 catalyst types from USPTO. The task is: Predict which catalyst facilitates the given reaction. (1) Reactant: [Cl:1][C:2]1[CH:7]=[CH:6][CH:5]=[CH:4][C:3]=1[CH:8]([N:18]([C:27]1[CH:32]=[CH:31][CH:30]=[C:29]([F:33])[CH:28]=1)[C:19]([C@@H:21]1[CH2:25][O:24][C:23](=[O:26])[NH:22]1)=[O:20])[C:9]([NH:11][CH:12]1[CH2:15][C:14]([F:17])([F:16])[CH2:13]1)=[O:10].Br[C:35]1[N:40]=[CH:39][CH:38]=[CH:37][N:36]=1.C([O-])([O-])=O.[Cs+].[Cs+]. Product: [Cl:1][C:2]1[CH:7]=[CH:6][CH:5]=[CH:4][C:3]=1[C@@H:8]([N:18]([C:27]1[CH:32]=[CH:31][CH:30]=[C:29]([F:33])[CH:28]=1)[C:19]([C@@H:21]1[CH2:25][O:24][C:23](=[O:26])[N:22]1[C:35]1[N:40]=[CH:39][CH:38]=[CH:37][N:36]=1)=[O:20])[C:9]([NH:11][CH:12]1[CH2:15][C:14]([F:16])([F:17])[CH2:13]1)=[O:10]. The catalyst class is: 62. (2) Reactant: I[C:2]1[CH:7]=[CH:6][C:5]([NH:8][C:9]([N:11]2[CH2:16][CH2:15][CH:14]([C:17]3[C:26]4[C:21](=[CH:22][C:23]([O:29][CH3:30])=[C:24]([O:27][CH3:28])[CH:25]=4)[N:20]=[CH:19][N:18]=3)[CH2:13][CH2:12]2)=[O:10])=[CH:4][CH:3]=1.[NH:31]1[CH2:35][CH2:34][CH2:33][C:32]1=[O:36].CN(C)CCN.[O-]P([O-])([O-])=O.[K+].[K+].[K+]. Product: [O:36]=[C:32]1[CH2:33][CH2:34][CH2:35][N:31]1[C:2]1[CH:7]=[CH:6][C:5]([NH:8][C:9]([N:11]2[CH2:16][CH2:15][CH:14]([C:17]3[C:26]4[C:21](=[CH:22][C:23]([O:29][CH3:30])=[C:24]([O:27][CH3:28])[CH:25]=4)[N:20]=[CH:19][N:18]=3)[CH2:13][CH2:12]2)=[O:10])=[CH:4][CH:3]=1. The catalyst class is: 432. (3) Reactant: [Br:1][C:2]1[CH:7]=[CH:6][C:5]([C:8]2[NH:9][CH:10]=[C:11]([C:13]3[N:17]([CH:18]([CH3:20])[CH3:19])[N:16]=[CH:15][N:14]=3)[N:12]=2)=[C:4](F)[CH:3]=1.C1(=O)O[CH2:25][CH2:24][O:23]1.C(=O)([O-])[O-].[Cs+].[Cs+].O. Product: [Br:1][C:2]1[CH:7]=[CH:6][C:5]2[C:8]3[N:9]([CH:10]=[C:11]([C:13]4[N:17]([CH:18]([CH3:20])[CH3:19])[N:16]=[CH:15][N:14]=4)[N:12]=3)[CH2:25][CH2:24][O:23][C:4]=2[CH:3]=1. The catalyst class is: 3. (4) Reactant: [H-].[Na+].[F:3][C:4]([F:29])([C:13]([F:28])([F:27])[C:14]([F:26])([F:25])[C:15]([F:24])([F:23])[C:16]([F:22])([F:21])[C:17]([F:20])([F:19])[F:18])[CH2:5][CH2:6][S:7][CH2:8][CH:9]=[CH:10][CH2:11][OH:12].[C:30](=[S:32])=[S:31].[CH3:33]I. Product: [F:29][C:4]([F:3])([C:13]([F:27])([F:28])[C:14]([F:25])([F:26])[C:15]([F:23])([F:24])[C:16]([F:21])([F:22])[C:17]([F:18])([F:19])[F:20])[CH2:5][CH2:6][S:7][CH2:8][CH:9]=[CH:10][CH2:11][O:12][C:30](=[S:32])[S:31][CH3:33]. The catalyst class is: 1. (5) Reactant: [N+:1]([C:4]1[NH:5][CH:6]=[CH:7][N:8]=1)([O-:3])=[O:2].[S:9]([CH2:19][CH2:20][CH2:21]S(C1C=CC(C)=CC=1)(=O)=O)([C:12]1[CH:18]=[CH:17][C:15]([CH3:16])=[CH:14][CH:13]=1)(=[O:11])=[O:10]. Product: [S:9]([CH2:19][CH2:20][CH2:21][C:6]1[N:5]=[C:4]([N+:1]([O-:3])=[O:2])[NH:8][CH:7]=1)([C:12]1[CH:18]=[CH:17][C:15]([CH3:16])=[CH:14][CH:13]=1)(=[O:11])=[O:10]. The catalyst class is: 3. (6) Reactant: Cl.C(N=C=NCCCN(C)C)C.[NH2:13][C:14]1[C:27]2[C:18](=[CH:19][C:20]3[C:25]([CH:26]=2)=[CH:24][CH:23]=[CH:22][CH:21]=3)[CH:17]=[CH:16][CH:15]=1.C(OC([NH:35][C:36]([NH:38][C:39]1[S:40][CH:41]=[C:42]([C:44](O)=[O:45])[N:43]=1)=[NH:37])=O)(C)(C)C. Product: [NH2:37][C:36]([NH:38][C:39]1[S:40][CH:41]=[C:42]([C:44]([NH:13][C:14]2[C:27]3[C:18](=[CH:19][C:20]4[C:25]([CH:26]=3)=[CH:24][CH:23]=[CH:22][CH:21]=4)[CH:17]=[CH:16][CH:15]=2)=[O:45])[N:43]=1)=[NH:35]. The catalyst class is: 4. (7) Reactant: [N+:1]([C:4]1[CH:12]=[CH:11][CH:10]=[C:9]2[C:5]=1[CH:6]=[N:7][N:8]2[C:13]([O:15][CH3:16])=[O:14])([O-])=O.[BH4-].[Na+]. Product: [NH2:1][C:4]1[CH:12]=[CH:11][CH:10]=[C:9]2[C:5]=1[CH:6]=[N:7][N:8]2[C:13]([O:15][CH3:16])=[O:14]. The catalyst class is: 8. (8) Reactant: [F:1][C:2]([F:28])([C:17]1[C:26]2[C:21](=[CH:22][CH:23]=[CH:24][CH:25]=2)[C:20]([F:27])=[CH:19][CH:18]=1)[CH2:3][NH:4][C:5]1[C:6]([F:16])=[C:7]([CH2:12][C:13](O)=[O:14])[C:8]([Cl:11])=[CH:9][CH:10]=1.F[P-](F)(F)(F)(F)F.N1(O[P+](N(C)C)(N(C)C)N(C)C)C2C=CC=CC=2N=N1.[NH2:56][CH2:57][C:58]1[CH:59]=[CH:60][C:61]([NH:65][C:66]([O:68][C:69]([CH3:72])([CH3:71])[CH3:70])=[O:67])=[N:62][C:63]=1[CH3:64].CCN(C(C)C)C(C)C. Product: [F:28][C:2]([F:1])([C:17]1[C:26]2[C:21](=[CH:22][CH:23]=[CH:24][CH:25]=2)[C:20]([F:27])=[CH:19][CH:18]=1)[CH2:3][NH:4][C:5]1[C:6]([F:16])=[C:7]([CH2:12][C:13]([NH:56][CH2:57][C:58]2[C:63]([CH3:64])=[N:62][C:61]([NH:65][C:66]([O:68][C:69]([CH3:71])([CH3:70])[CH3:72])=[O:67])=[CH:60][CH:59]=2)=[O:14])[C:8]([Cl:11])=[CH:9][CH:10]=1. The catalyst class is: 3.